From a dataset of Full USPTO retrosynthesis dataset with 1.9M reactions from patents (1976-2016). Predict the reactants needed to synthesize the given product. (1) Given the product [CH2:20]([N:22]1[CH2:26][CH2:25][CH2:24][CH:23]1[CH2:27][NH:28][CH2:29][CH2:30][CH2:31][NH:32][S:16]([C:14]1[S:15][C:11]([C:5]2[CH:4]=[C:3]([CH2:1][CH3:2])[C:8](=[O:9])[NH:7][C:6]=2[CH3:10])=[CH:12][CH:13]=1)(=[O:18])=[O:17])[CH3:21], predict the reactants needed to synthesize it. The reactants are: [CH2:1]([C:3]1[C:8](=[O:9])[NH:7][C:6]([CH3:10])=[C:5]([C:11]2[S:15][C:14]([S:16](Cl)(=[O:18])=[O:17])=[CH:13][CH:12]=2)[CH:4]=1)[CH3:2].[CH2:20]([N:22]1[CH2:26][CH2:25][CH2:24][CH:23]1[CH2:27][NH:28][CH2:29][CH2:30][CH2:31][NH2:32])[CH3:21]. (2) Given the product [Br:19][CH:12]([C:8]1[CH:7]=[C:6]([CH:11]=[CH:10][CH:9]=1)[O:5][C:4]1[CH:3]=[C:2]([Cl:1])[CH:17]=[C:16]([Cl:18])[CH:15]=1)[CH3:13], predict the reactants needed to synthesize it. The reactants are: [Cl:1][C:2]1[CH:3]=[C:4]([CH:15]=[C:16]([Cl:18])[CH:17]=1)[O:5][C:6]1[CH:7]=[C:8]([CH:12](O)[CH3:13])[CH:9]=[CH:10][CH:11]=1.[BrH:19]. (3) The reactants are: C(OC([N:8]1[CH2:38][CH2:37][C:11]2([N:15]([CH3:16])[CH:14]([C:17]3[CH:22]=[CH:21][C:20]([CH:23]4[CH2:25][CH2:24]4)=[CH:19][CH:18]=3)[N:13]([CH2:26][CH2:27][C:28]3[CH:33]=[CH:32][C:31]([O:34][CH3:35])=[CH:30][CH:29]=3)[C:12]2=[O:36])[CH2:10][CH2:9]1)=O)(C)(C)C.FC(F)(F)C(O)=O.C([O-])(O)=O.[Na+]. Given the product [CH:23]1([C:20]2[CH:21]=[CH:22][C:17]([CH:14]3[N:13]([CH2:26][CH2:27][C:28]4[CH:33]=[CH:32][C:31]([O:34][CH3:35])=[CH:30][CH:29]=4)[C:12](=[O:36])[C:11]4([CH2:10][CH2:9][NH:8][CH2:38][CH2:37]4)[N:15]3[CH3:16])=[CH:18][CH:19]=2)[CH2:25][CH2:24]1, predict the reactants needed to synthesize it. (4) Given the product [F:1][C:2]1[CH:7]=[C:6]([C:8]([F:9])([F:11])[F:10])[CH:5]=[CH:4][C:3]=1[CH:12]1[CH2:17][C:16](=[O:18])[N:15]([CH3:19])[C:14]([CH3:20])=[C:13]1[C:21]([OH:23])=[O:22], predict the reactants needed to synthesize it. The reactants are: [F:1][C:2]1[CH:7]=[C:6]([C:8]([F:11])([F:10])[F:9])[CH:5]=[CH:4][C:3]=1[CH:12]1[CH2:17][C:16](=[O:18])[N:15]([CH3:19])[C:14]([CH3:20])=[C:13]1[C:21]([O:23]C)=[O:22]. (5) Given the product [C:17]1([C:10]2[CH:11]=[C:12]([C:13]([F:14])([F:15])[F:16])[C:7]3[N:8]([CH:23]=[C:5]([C:3]([OH:4])=[O:2])[N:6]=3)[N:9]=2)[CH:18]=[CH:19][CH:20]=[CH:21][CH:22]=1, predict the reactants needed to synthesize it. The reactants are: C[O:2][C:3]([C:5]1[N:6]=[C:7]2[C:12]([C:13]([F:16])([F:15])[F:14])=[CH:11][C:10]([C:17]3[CH:22]=[CH:21][CH:20]=[CH:19][CH:18]=3)=[N:9][N:8]2[CH:23]=1)=[O:4].NC1C=C(C(F)(F)F)C2N(C(Cl)=C(C(O)=O)N=2)C=1.